Dataset: Catalyst prediction with 721,799 reactions and 888 catalyst types from USPTO. Task: Predict which catalyst facilitates the given reaction. (1) Reactant: Cl.Cl.C(O[C:6]([C:8]1[CH:9]=[C:10]2[C:14](=[CH:15][CH:16]=1)[NH:13][N:12]=[C:11]2[C:17]1[CH:26]=[CH:25][C:24]2[C:19](=[CH:20][CH:21]=[C:22]([O:27][CH3:28])[CH:23]=2)[CH:18]=1)=[NH:7])C.[CH3:29][N:30]1[CH2:35][CH2:34][CH:33]([CH2:36][C:37]([NH:39][NH2:40])=O)[CH2:32][CH2:31]1.C(N(CC)CC)C. Product: [CH3:28][O:27][C:22]1[CH:23]=[C:24]2[C:19](=[CH:20][CH:21]=1)[CH:18]=[C:17]([C:11]1[C:10]3[C:14](=[CH:15][CH:16]=[C:8]([C:6]4[N:7]=[C:37]([CH2:36][CH:33]5[CH2:32][CH2:31][N:30]([CH3:29])[CH2:35][CH2:34]5)[NH:39][N:40]=4)[CH:9]=3)[NH:13][N:12]=1)[CH:26]=[CH:25]2. The catalyst class is: 5. (2) Reactant: [Cl:1][C:2]1[N:7]=[C:6]([CH2:8][N:9]2[C:14]([C:15]([C:17]3[CH:18]=[C:19]([CH:22]=[C:23]([CH3:25])[CH:24]=3)[C:20]#[N:21])=[O:16])=[C:13]([CH:26]([CH3:28])[CH3:27])[C:12](=[O:29])[NH:11][C:10]2=[O:30])[CH:5]=[C:4]([Cl:31])[N:3]=1.[CH3:32][O:33][C:34]1[CH:41]=[CH:40][C:37]([CH2:38][NH2:39])=[CH:36][CH:35]=1. Product: [Cl:1][C:2]1[N:7]=[C:6]([CH2:8][N:9]2[C:14]([C:15]([C:17]3[CH:18]=[C:19]([CH:22]=[C:23]([CH3:25])[CH:24]=3)[C:20]#[N:21])=[O:16])=[C:13]([CH:26]([CH3:27])[CH3:28])[C:12](=[O:29])[NH:11][C:10]2=[O:30])[CH:5]=[C:4]([NH:39][CH2:38][C:37]2[CH:40]=[CH:41][C:34]([O:33][CH3:32])=[CH:35][CH:36]=2)[N:3]=1.[Cl:31][C:4]1[N:3]=[C:2]([NH:39][CH2:38][C:37]2[CH:40]=[CH:41][C:34]([O:33][CH3:32])=[CH:35][CH:36]=2)[N:7]=[C:6]([CH2:8][N:9]2[C:14]([C:15]([C:17]3[CH:18]=[C:19]([CH:22]=[C:23]([CH3:25])[CH:24]=3)[C:20]#[N:21])=[O:16])=[C:13]([CH:26]([CH3:27])[CH3:28])[C:12](=[O:29])[NH:11][C:10]2=[O:30])[CH:5]=1. The catalyst class is: 10. (3) Reactant: C(OC([N:8]1[CH2:13][CH2:12][N:11]([S:14]([C:17]2[CH:22]=[CH:21][C:20]([NH:23][C:24]3[N:29]=[CH:28][C:27]([CH:30]=[CH2:31])=[CH:26][N:25]=3)=[CH:19][C:18]=2[N:32]2[CH2:37][CH2:36][N:35](C(OC(C)(C)C)=O)[CH2:34][CH2:33]2)(=[O:16])=[O:15])[CH2:10][CH2:9]1)=O)(C)(C)C.[C:45]([OH:51])([C:47]([F:50])([F:49])[F:48])=[O:46]. Product: [F:48][C:47]([F:50])([F:49])[C:45]([OH:51])=[O:46].[N:32]1([C:18]2[CH:19]=[C:20]([NH:23][C:24]3[N:29]=[CH:28][C:27]([CH:30]=[CH2:31])=[CH:26][N:25]=3)[CH:21]=[CH:22][C:17]=2[S:14]([N:11]2[CH2:12][CH2:13][NH:8][CH2:9][CH2:10]2)(=[O:15])=[O:16])[CH2:37][CH2:36][NH:35][CH2:34][CH2:33]1. The catalyst class is: 2. (4) Reactant: I[C:2]1[CH:7]=[C:6]([O:8][CH3:9])[C:5]([O:10][CH3:11])=[CH:4][C:3]=1[CH2:12][C:13]([N:15]1[CH:20]=[CH:19][C:18](=[O:21])[CH2:17][CH:16]1[C:22]1[CH:27]=[CH:26][CH:25]=[CH:24][CH:23]=1)=[O:14].O.[CH3:29][N:30](C=O)C. Product: [CH3:11][O:10][C:5]1[C:6]([O:8][CH3:9])=[CH:7][C:2]([C:29]#[N:30])=[C:3]([CH2:12][C:13](=[O:14])[N:15]2[CH:20]=[CH:19][C:18](=[O:21])[CH2:17][CH:16]2[C:22]2[CH:27]=[CH:26][CH:25]=[CH:24][CH:23]=2)[CH:4]=1. The catalyst class is: 267. (5) Reactant: [Li+].[OH-].[CH3:3][O:4][C:5]1[CH:6]=[C:7]2[C:12](=[CH:13][C:14]=1[O:15][CH3:16])[N:11]=[CH:10][CH:9]=[C:8]2[O:17][C:18]1[CH:23]=[CH:22][C:21]([N:24]2[CH2:28][CH2:27][CH:26]([C:29]([O:31]CC)=[O:30])[C:25]2=[O:34])=[CH:20][C:19]=1[F:35].C1COCC1.Cl. Product: [CH3:3][O:4][C:5]1[CH:6]=[C:7]2[C:12](=[CH:13][C:14]=1[O:15][CH3:16])[N:11]=[CH:10][CH:9]=[C:8]2[O:17][C:18]1[CH:23]=[CH:22][C:21]([N:24]2[CH2:28][CH2:27][CH:26]([C:29]([OH:31])=[O:30])[C:25]2=[O:34])=[CH:20][C:19]=1[F:35]. The catalyst class is: 72. (6) Reactant: S(Cl)([Cl:3])=O.[O:5]1[CH2:10][CH2:9][N:8]([S:11]([C:14]2[CH:19]=[CH:18][C:17]([C:20]3[CH:21]=[C:22]4[C:27](=[CH:28][CH:29]=3)[N:26]=[CH:25][NH:24][C:23]4=O)=[CH:16][CH:15]=2)(=[O:13])=[O:12])[CH2:7][CH2:6]1. Product: [ClH:3].[Cl:3][C:23]1[C:22]2[C:27](=[CH:28][CH:29]=[C:20]([C:17]3[CH:18]=[CH:19][C:14]([S:11]([N:8]4[CH2:9][CH2:10][O:5][CH2:6][CH2:7]4)(=[O:13])=[O:12])=[CH:15][CH:16]=3)[CH:21]=2)[N:26]=[CH:25][N:24]=1. The catalyst class is: 9. (7) Reactant: [CH2:1]([O:3][C:4](=[O:26])[CH2:5][C:6]1[CH:7]=[C:8]([C:14]2[CH:19]=[CH:18][C:17]([C:20]([F:23])([F:22])[F:21])=[CH:16][C:15]=2[CH:24]=[O:25])[C:9]([O:12][CH3:13])=[CH:10][CH:11]=1)[CH3:2].[BH4-].[Na+]. Product: [CH2:1]([O:3][C:4](=[O:26])[CH2:5][C:6]1[CH:7]=[C:8]([C:14]2[CH:19]=[CH:18][C:17]([C:20]([F:23])([F:21])[F:22])=[CH:16][C:15]=2[CH2:24][OH:25])[C:9]([O:12][CH3:13])=[CH:10][CH:11]=1)[CH3:2]. The catalyst class is: 5. (8) Reactant: [N:1]1([C:6]([O:8][CH2:9][C:10]2[CH:15]=[CH:14][CH:13]=[CH:12][CH:11]=2)=[O:7])[CH2:5][CH:4]=[CH:3][CH2:2]1.ClC1C=CC=C(C(OO)=[O:24])C=1. Product: [C@H:3]12[O:24][C@H:4]1[CH2:5][N:1]([C:6]([O:8][CH2:9][C:10]1[CH:15]=[CH:14][CH:13]=[CH:12][CH:11]=1)=[O:7])[CH2:2]2. The catalyst class is: 2. (9) Reactant: Cl.Cl.[CH3:3][C@H:4]1[CH2:8][CH2:7][CH2:6][N:5]1[CH:9]1[CH2:14][CH2:13][NH:12][CH2:11][CH2:10]1.C([O-])([O-])=O.[K+].[K+].[F:21][C:22]1[CH:27]=[C:26](F)[CH:25]=[CH:24][C:23]=1[N+:29]([O-:31])=[O:30].O. Product: [F:21][C:22]1[CH:27]=[C:26]([N:12]2[CH2:13][CH2:14][CH:9]([N:5]3[CH2:6][CH2:7][CH2:8][C@@H:4]3[CH3:3])[CH2:10][CH2:11]2)[CH:25]=[CH:24][C:23]=1[N+:29]([O-:31])=[O:30]. The catalyst class is: 16. (10) Reactant: [C:1]1([CH:7]([C:24]2[CH:29]=[CH:28][CH:27]=[CH:26][CH:25]=2)[CH2:8][C:9]([N:11]2[CH2:16][CH2:15][N:14](C(OC(C)(C)C)=O)[CH2:13][CH2:12]2)=[O:10])[CH:6]=[CH:5][CH:4]=[CH:3][CH:2]=1.C(O)(C(F)(F)F)=O. Product: [C:24]1([CH:7]([C:1]2[CH:6]=[CH:5][CH:4]=[CH:3][CH:2]=2)[CH2:8][C:9]([N:11]2[CH2:12][CH2:13][NH:14][CH2:15][CH2:16]2)=[O:10])[CH:25]=[CH:26][CH:27]=[CH:28][CH:29]=1. The catalyst class is: 2.